This data is from NCI-60 drug combinations with 297,098 pairs across 59 cell lines. The task is: Regression. Given two drug SMILES strings and cell line genomic features, predict the synergy score measuring deviation from expected non-interaction effect. (1) Drug 1: CN(C)N=NC1=C(NC=N1)C(=O)N. Drug 2: CCCCC(=O)OCC(=O)C1(CC(C2=C(C1)C(=C3C(=C2O)C(=O)C4=C(C3=O)C=CC=C4OC)O)OC5CC(C(C(O5)C)O)NC(=O)C(F)(F)F)O. Cell line: UO-31. Synergy scores: CSS=17.1, Synergy_ZIP=-7.69, Synergy_Bliss=-3.12, Synergy_Loewe=0.372, Synergy_HSA=0.576. (2) Drug 1: C1=CC(=C2C(=C1NCCNCCO)C(=O)C3=C(C=CC(=C3C2=O)O)O)NCCNCCO. Drug 2: C1=CC=C(C=C1)NC(=O)CCCCCCC(=O)NO. Cell line: OVCAR-8. Synergy scores: CSS=59.3, Synergy_ZIP=0.778, Synergy_Bliss=3.00, Synergy_Loewe=4.31, Synergy_HSA=7.53. (3) Drug 1: CN1CCC(CC1)COC2=C(C=C3C(=C2)N=CN=C3NC4=C(C=C(C=C4)Br)F)OC. Drug 2: CC1=C2C(C(=O)C3(C(CC4C(C3C(C(C2(C)C)(CC1OC(=O)C(C(C5=CC=CC=C5)NC(=O)OC(C)(C)C)O)O)OC(=O)C6=CC=CC=C6)(CO4)OC(=O)C)O)C)O. Cell line: ACHN. Synergy scores: CSS=32.1, Synergy_ZIP=-10.3, Synergy_Bliss=0.383, Synergy_Loewe=-10.1, Synergy_HSA=2.60. (4) Drug 1: C1CCC(CC1)NC(=O)N(CCCl)N=O. Drug 2: C1=NC2=C(N=C(N=C2N1C3C(C(C(O3)CO)O)O)F)N. Cell line: U251. Synergy scores: CSS=28.3, Synergy_ZIP=-8.12, Synergy_Bliss=-2.58, Synergy_Loewe=-4.46, Synergy_HSA=-2.78. (5) Cell line: MCF7. Synergy scores: CSS=-4.72, Synergy_ZIP=-0.0466, Synergy_Bliss=-6.53, Synergy_Loewe=-6.96, Synergy_HSA=-8.57. Drug 1: COC1=NC(=NC2=C1N=CN2C3C(C(C(O3)CO)O)O)N. Drug 2: C(CCl)NC(=O)N(CCCl)N=O. (6) Drug 1: CC1C(C(CC(O1)OC2CC(CC3=C2C(=C4C(=C3O)C(=O)C5=C(C4=O)C(=CC=C5)OC)O)(C(=O)CO)O)N)O.Cl. Drug 2: B(C(CC(C)C)NC(=O)C(CC1=CC=CC=C1)NC(=O)C2=NC=CN=C2)(O)O. Cell line: OVCAR-8. Synergy scores: CSS=16.1, Synergy_ZIP=-1.88, Synergy_Bliss=-3.34, Synergy_Loewe=-4.60, Synergy_HSA=-3.43. (7) Drug 1: C1=NNC2=C1C(=O)NC=N2. Drug 2: CC(C)CN1C=NC2=C1C3=CC=CC=C3N=C2N. Cell line: SK-MEL-28. Synergy scores: CSS=-3.02, Synergy_ZIP=0.238, Synergy_Bliss=-4.35, Synergy_Loewe=-4.51, Synergy_HSA=-7.21. (8) Drug 1: CNC(=O)C1=NC=CC(=C1)OC2=CC=C(C=C2)NC(=O)NC3=CC(=C(C=C3)Cl)C(F)(F)F. Drug 2: C1CN(CCN1C(=O)CCBr)C(=O)CCBr. Cell line: HCT116. Synergy scores: CSS=33.6, Synergy_ZIP=-6.00, Synergy_Bliss=6.61, Synergy_Loewe=-2.54, Synergy_HSA=3.51. (9) Drug 1: CC12CCC3C(C1CCC2=O)CC(=C)C4=CC(=O)C=CC34C. Drug 2: CN(C)C1=NC(=NC(=N1)N(C)C)N(C)C. Cell line: MALME-3M. Synergy scores: CSS=17.0, Synergy_ZIP=1.91, Synergy_Bliss=2.75, Synergy_Loewe=-38.1, Synergy_HSA=-1.54. (10) Drug 1: CCC1=C2CN3C(=CC4=C(C3=O)COC(=O)C4(CC)O)C2=NC5=C1C=C(C=C5)O. Drug 2: C1C(C(OC1N2C=NC3=C2NC=NCC3O)CO)O. Cell line: SR. Synergy scores: CSS=52.4, Synergy_ZIP=-1.11, Synergy_Bliss=-1.53, Synergy_Loewe=-43.2, Synergy_HSA=-2.12.